From a dataset of Full USPTO retrosynthesis dataset with 1.9M reactions from patents (1976-2016). Predict the reactants needed to synthesize the given product. (1) The reactants are: C([N-]C(C)C)(C)C.[Li+].[I:9][CH2:10][CH2:11][OH:12].[CH:13]([O:15][CH2:16][CH3:17])=[CH2:14]. Given the product [CH2:13]([O:15][CH:16]([O:12][CH2:11][CH2:10][I:9])[CH3:17])[CH3:14], predict the reactants needed to synthesize it. (2) Given the product [ClH:1].[Cl:8][C:4]1[CH:5]=[CH:6][CH:7]=[C:2]([Cl:1])[C:3]=1[CH:9]1[CH2:10][CH2:11][N:12]([CH2:34][C:31]2[C:30]3[C:25](=[CH:26][CH:27]=[CH:28][CH:29]=3)[NH:24][C:23]=2[C:17]2[CH:22]=[CH:21][CH:20]=[CH:19][CH:18]=2)[CH2:13][CH2:14]1, predict the reactants needed to synthesize it. The reactants are: [Cl:1][C:2]1[CH:7]=[CH:6][CH:5]=[C:4]([Cl:8])[C:3]=1[CH:9]1[CH2:14][CH2:13][NH:12][CH2:11][CH2:10]1.C=O.[C:17]1([C:23]2[NH:24][C:25]3[C:30]([CH:31]=2)=[CH:29][CH:28]=[CH:27][CH:26]=3)[CH:22]=[CH:21][CH:20]=[CH:19][CH:18]=1.[NH4+].[OH-].[CH3:34]COCC.Cl.